This data is from Forward reaction prediction with 1.9M reactions from USPTO patents (1976-2016). The task is: Predict the product of the given reaction. (1) The product is: [CH:1]1([C:4]([NH:6][S:7]([C:9]([CH3:12])([CH3:11])[CH3:10])=[O:8])([CH3:13])[CH3:5])[CH2:3][CH2:2]1. Given the reactants [CH:1]1(/[C:4](=[N:6]/[S:7]([C:9]([CH3:12])([CH3:11])[CH3:10])=[O:8])/[CH3:5])[CH2:3][CH2:2]1.[CH3:13][Al](C)C.[Li]C, predict the reaction product. (2) Given the reactants CN1CCOCC1.[C:8]([O:12][C:13]([N:15]1[C@H:19]([C:20]2[CH:25]=[CH:24][CH:23]=[CH:22][CH:21]=2)[CH2:18][CH2:17][C@@H:16]1[C:26](O)=[O:27])=[O:14])([CH3:11])([CH3:10])[CH3:9].[BH4-].[Na+], predict the reaction product. The product is: [OH:27][CH2:26][C@H:16]1[CH2:17][CH2:18][C@@H:19]([C:20]2[CH:21]=[CH:22][CH:23]=[CH:24][CH:25]=2)[N:15]1[C:13]([O:12][C:8]([CH3:11])([CH3:10])[CH3:9])=[O:14]. (3) The product is: [CH:54]([N:57]1[CH2:62][CH2:61][N:60]([C:49]([C:48]2[CH:52]=[CH:53][C:45]([C:43]3[NH:42][C:38]4=[N:39][CH:40]=[CH:41][C:36]([C:33]5[CH:32]=[CH:31][C:30]([O:29][CH3:28])=[CH:35][CH:34]=5)=[C:37]4[N:44]=3)=[CH:46][CH:47]=2)=[O:50])[CH2:59][CH2:58]1)([CH3:56])[CH3:55]. Given the reactants C(N(CC)CC)C.[B-](F)(F)(F)F.CN(C(ON1C(=O)CCC1=O)=[N+](C)C)C.[CH3:28][O:29][C:30]1[CH:35]=[CH:34][C:33]([C:36]2[CH:41]=[CH:40][N:39]=[C:38]3[NH:42][C:43]([C:45]4[CH:53]=[CH:52][C:48]([C:49](O)=[O:50])=[CH:47][CH:46]=4)=[N:44][C:37]=23)=[CH:32][CH:31]=1.[CH:54]([N:57]1[CH2:62][CH2:61][NH:60][CH2:59][CH2:58]1)([CH3:56])[CH3:55], predict the reaction product. (4) The product is: [Cl:32][C:30]1[CH:29]=[CH:28][C:4]2[N:5]([CH2:19][C:20]3[CH:21]=[CH:22][C:23]([O:26][CH3:27])=[CH:24][CH:25]=3)[C:6](=[O:18])[CH:7]([CH2:9][C:10]3[CH:15]=[CH:14][C:13]([F:16])=[CH:12][C:11]=3[Cl:17])[N:8]=[C:2]([C:43]3[CH:44]=[CH:45][C:40]([O:39][CH3:38])=[C:41]([CH3:55])[CH:42]=3)[C:3]=2[CH:31]=1. Given the reactants Cl[C:2]1[C:3]2[CH:31]=[C:30]([Cl:32])[CH:29]=[CH:28][C:4]=2[N:5]([CH2:19][C:20]2[CH:25]=[CH:24][C:23]([O:26][CH3:27])=[CH:22][CH:21]=2)[C:6](=[O:18])[CH:7]([CH2:9][C:10]2[CH:15]=[CH:14][C:13]([F:16])=[CH:12][C:11]=2[Cl:17])[N:8]=1.[Cl-].[Li+].O.[OH-].[Cs+].[CH3:38][O:39][C:40]1[CH:45]=[CH:44][C:43](B2OC(C)(C)C(C)(C)O2)=[CH:42][C:41]=1[CH3:55], predict the reaction product. (5) Given the reactants [CH2:1]1[C:4]2([CH2:7][N:6]([C:8]([O:10][C:11]([CH3:14])([CH3:13])[CH3:12])=[O:9])[CH2:5]2)[CH2:3][NH:2]1.C(=O)([O-])[O-].[Cs+].[Cs+].Cl[C:22]1[N:27]=[CH:26][CH:25]=[CH:24][N:23]=1.CN(C=O)C, predict the reaction product. The product is: [N:23]1[CH:24]=[CH:25][CH:26]=[N:27][C:22]=1[N:2]1[CH2:3][C:4]2([CH2:7][N:6]([C:8]([O:10][C:11]([CH3:14])([CH3:13])[CH3:12])=[O:9])[CH2:5]2)[CH2:1]1.